The task is: Predict the reaction yield, written as a fraction of the theoretical maximum amount of product (1.0 means a 100% yield; for example, 0.34 means a 34% yield).. This data is from Reaction yield outcomes from USPTO patents with 853,638 reactions. The reactants are [S:1]1[C:5]2[CH:6]=[CH:7][CH:8]=[CH:9][C:4]=2[N:3]=[C:2]1[O:10][C:11]1[CH:16]=[CH:15][C:14]([CH2:17][CH2:18][NH:19][CH2:20][CH2:21][CH2:22][N:23]2[CH2:27][CH2:26][CH2:25][C:24]2=[O:28])=[CH:13][CH:12]=1.[CH3:29][C:30]([CH3:32])=O.[BH-](OC(C)=O)(OC(C)=O)OC(C)=O.[Na+]. The catalyst is C(Cl)Cl. The product is [S:1]1[C:5]2[CH:6]=[CH:7][CH:8]=[CH:9][C:4]=2[N:3]=[C:2]1[O:10][C:11]1[CH:12]=[CH:13][C:14]([CH2:17][CH2:18][N:19]([CH:30]([CH3:32])[CH3:29])[CH2:20][CH2:21][CH2:22][N:23]2[CH2:27][CH2:26][CH2:25][C:24]2=[O:28])=[CH:15][CH:16]=1. The yield is 0.530.